Dataset: Forward reaction prediction with 1.9M reactions from USPTO patents (1976-2016). Task: Predict the product of the given reaction. (1) Given the reactants CN1CCCC1=O.O.[C:9]([O:13][C:14]([NH:16][C@H:17]([C:22]([OH:24])=[O:23])[CH2:18][CH:19]([CH3:21])[CH3:20])=[O:15])([CH3:12])([CH3:11])[CH3:10].C(N1C=CN=C1)(N1C=CN=C1)=O.[NH2:37][C:38](=[N:68]O)[C:39]1[CH:67]=[CH:66][C:42]([O:43][CH2:44][CH2:45][CH2:46][CH:47]2[CH2:52][CH2:51][N:50]([CH2:53][CH2:54][CH2:55][O:56][C:57]3[CH:65]=[CH:64][C:60]([C:61]([NH2:63])=[O:62])=[CH:59][CH:58]=3)[CH2:49][CH2:48]2)=[CH:41][CH:40]=1, predict the reaction product. The product is: [NH2:68][C:38](=[N:37][O:23][C:22](=[O:24])[C@@H:17]([NH:16][C:14]([O:13][C:9]([CH3:11])([CH3:10])[CH3:12])=[O:15])[CH2:18][CH:19]([CH3:20])[CH3:21])[C:39]1[CH:67]=[CH:66][C:42]([O:43][CH2:44][CH2:45][CH2:46][CH:47]2[CH2:52][CH2:51][N:50]([CH2:53][CH2:54][CH2:55][O:56][C:57]3[CH:58]=[CH:59][C:60]([C:61]([NH2:63])=[O:62])=[CH:64][CH:65]=3)[CH2:49][CH2:48]2)=[CH:41][CH:40]=1. (2) Given the reactants Br[C:2]1[CH:7]=[CH:6][C:5]([CH:8]([OH:13])[C:9]([F:12])([F:11])[F:10])=[CH:4][CH:3]=1.[CH3:14][N:15]1[CH:19]=[CH:18][CH:17]=[C:16]1[C:20]#[N:21], predict the reaction product. The product is: [CH3:14][N:15]1[C:19]([C:2]2[CH:7]=[CH:6][C:5]([CH:8]([OH:13])[C:9]([F:12])([F:11])[F:10])=[CH:4][CH:3]=2)=[CH:18][CH:17]=[C:16]1[C:20]#[N:21]. (3) Given the reactants [C:1]([O:5][C:6](=[O:37])[CH2:7][C@H:8]1[CH2:13][C@H:12]([C:14]2[CH:19]=[CH:18][CH:17]=[C:16]([Cl:20])[CH:15]=2)[C@@H:11]([C:21]2[CH:26]=[CH:25][C:24]([Cl:27])=[CH:23][CH:22]=2)[N:10]([C@@H:28]([CH2:34][CH3:35])[C:29](OCC)=[O:30])[C:9]1=[O:36])([CH3:4])([CH3:3])[CH3:2].[BH4-].[Li+], predict the reaction product. The product is: [Cl:20][C:16]1[CH:15]=[C:14]([C@@H:12]2[C@@H:11]([C:21]3[CH:26]=[CH:25][C:24]([Cl:27])=[CH:23][CH:22]=3)[N:10]([C@@H:28]([CH2:34][CH3:35])[CH2:29][OH:30])[C:9](=[O:36])[C@@H:8]([CH2:7][C:6]([O:5][C:1]([CH3:2])([CH3:4])[CH3:3])=[O:37])[CH2:13]2)[CH:19]=[CH:18][CH:17]=1. (4) Given the reactants CC([O-])(C)C.[Na+].[O-]P([O-])([O-])=O.[K+].[K+].[K+].[CH3:15][O:16][C:17](=[O:25])[C:18]1[CH:23]=[CH:22][CH:21]=[C:20](Br)[CH:19]=1.[CH3:26][O:27][C:28]1[CH:33]=[CH:32][C:31]([NH2:34])=[CH:30][CH:29]=1, predict the reaction product. The product is: [CH3:15][O:16][C:17](=[O:25])[C:18]1[CH:23]=[CH:22][CH:21]=[C:20]([NH:34][C:31]2[CH:32]=[CH:33][C:28]([O:27][CH3:26])=[CH:29][CH:30]=2)[CH:19]=1.